This data is from Full USPTO retrosynthesis dataset with 1.9M reactions from patents (1976-2016). The task is: Predict the reactants needed to synthesize the given product. (1) Given the product [N+:77]([C:80]1[CH:86]=[CH:85][CH:84]=[CH:83][C:81]=1[NH:82][C:35]1[N:34]=[C:33]([C:31]2[NH:32][C:11]3[C:10]4([CH2:40][CH2:41][CH2:42][N:8]([C:6]([O:5][C:1]([CH3:2])([CH3:3])[CH3:4])=[O:7])[CH2:9]4)[CH2:15][N:14]([CH2:16][C:17]4[C:22]([O:23][CH3:24])=[CH:21][C:20]([O:25][CH3:26])=[CH:19][C:18]=4[O:27][CH3:28])[C:13](=[O:29])[C:12]=3[CH:30]=2)[CH:38]=[CH:37][N:36]=1)([O-:79])=[O:78], predict the reactants needed to synthesize it. The reactants are: [C:1]([O:5][C:6]([N:8]1[CH2:42][CH2:41][CH2:40][C:10]2([CH2:15][N:14]([CH2:16][C:17]3[C:22]([O:23][CH3:24])=[CH:21][C:20]([O:25][CH3:26])=[CH:19][C:18]=3[O:27][CH3:28])[C:13](=[O:29])[C:12]3[CH:30]=[C:31]([C:33]4[CH:38]=[CH:37][N:36]=[C:35](Cl)[N:34]=4)[NH:32][C:11]2=3)[CH2:9]1)=[O:7])([CH3:4])([CH3:3])[CH3:2].C(=O)([O-])[O-].[Na+].[Na+].C1(P(C2CCCCC2)C2C=CC=CC=2C2C=CC=CC=2N(C)C)CCCCC1.[N+:77]([C:80]1[CH:86]=[CH:85][CH:84]=[CH:83][C:81]=1[NH2:82])([O-:79])=[O:78]. (2) Given the product [CH3:2][C:1]1[O:3][C:6]([CH:8]2[CH2:13][CH2:12][N:11]([C:14]3[N:19]=[CH:18][C:17]([NH:20][C:21]([C:23]4[N:24]=[C:25]([C:32]5[CH:33]=[CH:34][CH:35]=[CH:36][CH:37]=5)[O:26][C:27]=4[C:28]([F:30])([F:29])[F:31])=[O:22])=[CH:16][CH:15]=3)[CH2:10][CH2:9]2)=[N:5][N:4]=1, predict the reactants needed to synthesize it. The reactants are: [C:1]([NH:4][NH:5][C:6]([CH:8]1[CH2:13][CH2:12][N:11]([C:14]2[N:19]=[CH:18][C:17]([NH:20][C:21]([C:23]3[N:24]=[C:25]([C:32]4[CH:37]=[CH:36][CH:35]=[CH:34][CH:33]=4)[O:26][C:27]=3[C:28]([F:31])([F:30])[F:29])=[O:22])=[CH:16][CH:15]=2)[CH2:10][CH2:9]1)=O)(=[O:3])[CH3:2].S(Cl)(C1C=CC(C)=CC=1)(=O)=O.CCN(P1(N(CC2C=CC=CC=2)CCCN1C)=NC(C)(C)C)CC.C=CC1C=CC=CC=1.C=CC1C=CC(C=C)=CC=1.C(OCC)C. (3) Given the product [F:27][CH:2]([F:1])[C:3]1[CH:8]=[CH:7][N:6]=[C:5]([NH:9][C:10]2[CH:15]=[C:14]([C:16]3[CH:17]=[N:18][N:19]([CH:21]([CH3:22])[C:23]([CH3:25])([OH:32])[CH2:24][OH:41])[CH:20]=3)[CH:13]=[C:12]([CH3:26])[CH:11]=2)[N:4]=1, predict the reactants needed to synthesize it. The reactants are: [F:1][CH:2]([F:27])[C:3]1[CH:8]=[CH:7][N:6]=[C:5]([NH:9][C:10]2[CH:15]=[C:14]([C:16]3[CH:17]=[N:18][N:19]([CH:21]([C:23]([CH3:25])=[CH2:24])[CH3:22])[CH:20]=3)[CH:13]=[C:12]([CH3:26])[CH:11]=2)[N:4]=1.C[N+]1([O-])CC[O:32]CC1.C1COCC1.[OH2:41].